From a dataset of Forward reaction prediction with 1.9M reactions from USPTO patents (1976-2016). Predict the product of the given reaction. (1) Given the reactants [Cl:1][C:2]1[C:7]([F:8])=[CH:6][CH:5]=[CH:4][C:3]=1[C:9]1[CH2:14][CH2:13][N:12]([C:15]([O:17][C:18]([CH3:21])([CH3:20])[CH3:19])=[O:16])[CH2:11][CH:10]=1, predict the reaction product. The product is: [C:18]([O:17][C:15]([N:12]1[CH2:11][CH2:10][CH:9]([C:3]2[CH:4]=[CH:5][CH:6]=[C:7]([F:8])[C:2]=2[Cl:1])[CH2:14][CH2:13]1)=[O:16])([CH3:21])([CH3:19])[CH3:20]. (2) Given the reactants C(=O)([O-])[O-].[Na+].[Na+].[C:7]([C:9]1[CH:10]=[C:11](B(O)O)[CH:12]=[CH:13][C:14]=1[F:15])#[N:8].ClCCl.Br[C:23]1[N:27]2[N:28]=[C:29]([N:32]3[CH2:36][CH2:35][CH2:34][CH:33]3[C:37]3[CH:42]=[C:41]([CH3:43])[CH:40]=[CH:39][C:38]=3[CH3:44])[CH:30]=[CH:31][C:26]2=[N:25][CH:24]=1, predict the reaction product. The product is: [CH3:44][C:38]1[CH:39]=[CH:40][C:41]([CH3:43])=[CH:42][C:37]=1[CH:33]1[CH2:34][CH2:35][CH2:36][N:32]1[C:29]1[CH:30]=[CH:31][C:26]2[N:27]([C:23]([C:11]3[CH:12]=[CH:13][C:14]([F:15])=[C:9]([CH:10]=3)[C:7]#[N:8])=[CH:24][N:25]=2)[N:28]=1. (3) Given the reactants Cl[CH:2]([C:20]1[CH:25]=[CH:24][CH:23]=[CH:22][CH:21]=1)[C:3]([C:5]1[C:13]2[C:8](=[CH:9][CH:10]=[CH:11][CH:12]=2)[N:7]([CH2:14][C:15]([O:17][CH2:18][CH3:19])=[O:16])[CH:6]=1)=[O:4].[CH3:26][O:27][C:28]1[CH:29]=[C:30]([CH:32]=[CH:33][CH:34]=1)[NH2:31].CCN(C(C)C)C(C)C, predict the reaction product. The product is: [CH3:26][O:27][C:28]1[CH:29]=[C:30]([NH:31][CH:2]([C:20]2[CH:25]=[CH:24][CH:23]=[CH:22][CH:21]=2)[C:3]([C:5]2[C:13]3[C:8](=[CH:9][CH:10]=[CH:11][CH:12]=3)[N:7]([CH2:14][C:15]([O:17][CH2:18][CH3:19])=[O:16])[CH:6]=2)=[O:4])[CH:32]=[CH:33][CH:34]=1.